From a dataset of Catalyst prediction with 721,799 reactions and 888 catalyst types from USPTO. Predict which catalyst facilitates the given reaction. (1) Reactant: [OH:1][C:2]1[CH:7]=[CH:6][C:5]([CH2:8][CH2:9][S:10][CH:11]([CH2:15][C:16]2[CH:21]=[CH:20][C:19]([CH2:22][CH2:23][O:24][C:25]3[CH:30]=[CH:29][C:28]([O:31][S:32]([CH3:35])(=[O:34])=[O:33])=[CH:27][CH:26]=3)=[CH:18][CH:17]=2)[C:12]([OH:14])=[O:13])=[CH:4][CH:3]=1.[C:36]1([C@H:46]([NH2:48])[CH3:47])[C:45]2[C:40](=[CH:41][CH:42]=[CH:43][CH:44]=2)[CH:39]=[CH:38][CH:37]=1. Product: [C:36]1([C@H:46]([NH2:48])[CH3:47])[C:45]2[C:40](=[CH:41][CH:42]=[CH:43][CH:44]=2)[CH:39]=[CH:38][CH:37]=1.[OH:1][C:2]1[CH:7]=[CH:6][C:5]([CH2:8][CH2:9][S:10][CH:11]([CH2:15][C:16]2[CH:21]=[CH:20][C:19]([CH2:22][CH2:23][O:24][C:25]3[CH:26]=[CH:27][C:28]([O:31][S:32]([CH3:35])(=[O:34])=[O:33])=[CH:29][CH:30]=3)=[CH:18][CH:17]=2)[C:12]([OH:14])=[O:13])=[CH:4][CH:3]=1. The catalyst class is: 8. (2) Product: [CH2:12]([NH:19][C:2]1[CH:7]=[CH:6][N:5]=[C:4]([OH:8])[C:3]=1[N+:9]([O-:11])=[O:10])[C:13]1[CH:18]=[CH:17][CH:16]=[CH:15][CH:14]=1. The catalyst class is: 10. Reactant: Cl[C:2]1[CH:7]=[CH:6][NH:5][C:4](=[O:8])[C:3]=1[N+:9]([O-:11])=[O:10].[CH2:12]([NH2:19])[C:13]1[CH:18]=[CH:17][CH:16]=[CH:15][CH:14]=1.C(=O)([O-])[O-].[K+].[K+].